Task: Predict the product of the given reaction.. Dataset: Forward reaction prediction with 1.9M reactions from USPTO patents (1976-2016) (1) Given the reactants [F:1][C:2]([F:15])([F:14])[C:3]1[C:11]([C:12]#[N:13])=[CH:10][CH:9]=[C:8]2[C:4]=1[CH:5]=[CH:6][NH:7]2.C1C(=O)N([Br:23])C(=O)C1, predict the reaction product. The product is: [Br:23][C:5]1[C:4]2[C:8](=[CH:9][CH:10]=[C:11]([C:12]#[N:13])[C:3]=2[C:2]([F:14])([F:1])[F:15])[NH:7][CH:6]=1. (2) The product is: [F:1][C:2]1[CH:3]=[CH:4][C:5]([CH2:12][NH:13][C:14]([C:16]2[C:32]([OH:33])=[C:19]3[C:20](=[O:31])[N:21]([CH3:30])[CH2:22][C@H:23]([C:24]4[CH:29]=[CH:28][CH:27]=[CH:26][CH:25]=4)[N:18]3[N:17]=2)=[O:15])=[C:6]([CH:11]=1)[C:7]([OH:9])=[O:8]. Given the reactants [F:1][C:2]1[CH:3]=[CH:4][C:5]([CH2:12][NH:13][C:14]([C:16]2[C:32]([OH:33])=[C:19]3[C:20](=[O:31])[N:21]([CH3:30])[CH2:22][C@H:23]([C:24]4[CH:29]=[CH:28][CH:27]=[CH:26][CH:25]=4)[N:18]3[N:17]=2)=[O:15])=[C:6]([CH:11]=1)[C:7]([O:9]C)=[O:8].[OH-].[Na+], predict the reaction product. (3) Given the reactants [Cl:1][C:2]1[CH:3]=[CH:4][CH:5]=[C:6]2[C:11]=1[C:10]([C:12](O)=[O:13])=[CH:9][CH:8]=[C:7]2[O:15]C.C[CH2:18][N:19]([CH:23](C)C)C(C)C.[O:26](S(C(F)(F)F)(=O)=O)[S:27]([C:30]([F:33])([F:32])[F:31])(=O)=[O:28], predict the reaction product. The product is: [F:31][C:30]([F:33])([F:32])[S:27]([O:15][C:7]1[C:6]2[C:11](=[C:2]([Cl:1])[CH:3]=[CH:4][CH:5]=2)[C:10]([C:12](=[O:13])[N:19]([CH3:23])[CH3:18])=[CH:9][CH:8]=1)(=[O:28])=[O:26]. (4) Given the reactants [Br:1][C:2]1[CH:3]=[CH:4][C:5]([N+:10]([O-])=O)=[C:6]([CH:9]=1)[NH:7][CH3:8].[Cl-].[NH4+], predict the reaction product. The product is: [Br:1][C:2]1[CH:9]=[C:6]([NH:7][CH3:8])[C:5]([NH2:10])=[CH:4][CH:3]=1. (5) Given the reactants Br[C:2]1[N:7]=[C:6]([CH2:8][CH:9]([OH:13])[CH2:10][CH2:11][CH3:12])[CH:5]=[CH:4][CH:3]=1.[CH3:14][C:15]1[CH:20]=[C:19]([CH3:21])[CH:18]=[C:17]([CH3:22])[C:16]=1B(O)O.CC(C)([O-])C.[K+], predict the reaction product. The product is: [C:15]1([CH3:14])[CH:20]=[C:19]([CH3:21])[CH:18]=[C:17]([CH3:22])[C:16]=1[C:2]1[N:7]=[C:6]([CH2:8][CH:9]([OH:13])[CH2:10][CH2:11][CH3:12])[CH:5]=[CH:4][CH:3]=1.